Dataset: Full USPTO retrosynthesis dataset with 1.9M reactions from patents (1976-2016). Task: Predict the reactants needed to synthesize the given product. (1) Given the product [S:2]1[CH2:5][CH:4]([NH:6][C:28]([C:25]2[CH:24]=[C:23]([CH2:22][O:21][CH2:14][C:15]3[CH:20]=[CH:19][CH:18]=[CH:17][CH:16]=3)[O:27][N:26]=2)=[O:29])[CH2:3]1, predict the reactants needed to synthesize it. The reactants are: Br.[S:2]1[CH2:5][CH:4]([NH2:6])[CH2:3]1.C(N(CC)CC)C.[CH2:14]([O:21][CH2:22][C:23]1[O:27][N:26]=[C:25]([C:28](O)=[O:29])[CH:24]=1)[C:15]1[CH:20]=[CH:19][CH:18]=[CH:17][CH:16]=1.ON1C2C=CC=CC=2N=N1.Cl.C(N=C=NCCCN(C)C)C.Cl. (2) Given the product [C:40]([O:43][CH:6]1[O:9][C@@H:10]([CH2:16][O:17][C:18](=[O:20])[CH3:19])[C@H:11]([O:12][C:13](=[O:15])[CH3:14])[C@@H:5]1[O:4][C:1](=[O:3])[CH3:2])(=[O:42])[CH3:41], predict the reactants needed to synthesize it. The reactants are: [C:1]([O:4][C@H:5]1[C@@H:11]([O:12][C:13](=[O:15])[CH3:14])[C@H:10]([CH2:16][O:17][C:18](=[O:20])[CH3:19])[O:9][CH:6]1OC)(=[O:3])[CH3:2].C(OC(C)C)(C)C.C(OC(=O)C)(=O)C.S(=O)(=O)(O)O.[C:40]([O-:43])(=[O:42])[CH3:41].[Na+].C(=O)(O)[O-].[Na+]. (3) Given the product [Br:1][C:2]1[CH:9]=[CH:8][C:5]([CH2:6][P:13](=[O:17])([O:14][CH2:15][CH3:16])[O:12][CH2:10][CH3:11])=[CH:4][CH:3]=1, predict the reactants needed to synthesize it. The reactants are: [Br:1][C:2]1[CH:9]=[CH:8][C:5]([CH2:6]Br)=[CH:4][CH:3]=1.[CH2:10]([O:12][P:13]([O:17]CC)[O:14][CH2:15][CH3:16])[CH3:11]. (4) Given the product [CH3:1][C:2](=[O:10])[CH2:3][CH2:4][CH2:5][CH2:6][CH2:7][CH3:8], predict the reactants needed to synthesize it. The reactants are: [CH:1]#[C:2][CH2:3][CH2:4][CH2:5][CH2:6][CH2:7][CH3:8].S(=O)(=O)(O)[OH:10]. (5) Given the product [CH:17]1([CH2:16]/[CH:15]=[C:14](\[C:22]2[S:23][C:24]([S:27]([CH3:30])(=[O:29])=[O:28])=[CH:25][CH:26]=2)/[CH2:13][OH:12])[CH2:21][CH2:20][CH2:19][CH2:18]1, predict the reactants needed to synthesize it. The reactants are: CC(C[AlH]CC(C)C)C.C([O:12][C:13](=O)/[C:14](/[C:22]1[S:23][C:24]([S:27]([CH3:30])(=[O:29])=[O:28])=[CH:25][CH:26]=1)=[CH:15]/[CH2:16][CH:17]1[CH2:21][CH2:20][CH2:19][CH2:18]1)C.CO. (6) Given the product [C:1]([O:5][C:6]([N:8]1[CH2:20][CH2:19][C:18]2[C:17]3[C:12](=[CH:13][C:14]([N:33]4[CH:34]=[CH:35][C:30]([C:27]5[CH:28]=[CH:29][C:24]([Cl:23])=[CH:25][C:26]=5[O:37][CH3:38])=[CH:31][C:32]4=[O:36])=[CH:15][CH:16]=3)[N:11]([CH3:22])[C:10]=2[CH2:9]1)=[O:7])([CH3:4])([CH3:3])[CH3:2], predict the reactants needed to synthesize it. The reactants are: [C:1]([O:5][C:6]([N:8]1[CH2:20][CH2:19][C:18]2[C:17]3[C:12](=[CH:13][C:14](Br)=[CH:15][CH:16]=3)[N:11]([CH3:22])[C:10]=2[CH2:9]1)=[O:7])([CH3:4])([CH3:3])[CH3:2].[Cl:23][C:24]1[CH:29]=[CH:28][C:27]([C:30]2[CH:35]=[CH:34][NH:33][C:32](=[O:36])[CH:31]=2)=[C:26]([O:37][CH3:38])[CH:25]=1.C([O-])([O-])=O.[Cs+].[Cs+].OC1C=CC=C2C=1N=CC=C2. (7) Given the product [F:1][C:2]1[CH:3]=[C:4]2[C:8](=[CH:9][CH:10]=1)[NH:7][C:6](=[O:11])[C:5]2=[C:12]1[C:20]2[C:15](=[CH:16][C:17]([CH2:21][CH2:22][CH2:23][N:34]3[CH2:35][CH2:36][CH2:37][CH:32]([OH:31])[CH2:33]3)=[CH:18][CH:19]=2)[C:14]([CH3:29])([CH3:30])[O:13]1, predict the reactants needed to synthesize it. The reactants are: [F:1][C:2]1[CH:3]=[C:4]2[C:8](=[CH:9][CH:10]=1)[NH:7][C:6](=[O:11])[C:5]2=[C:12]1[C:20]2[C:15](=[CH:16][C:17]([CH2:21][CH2:22][CH2:23]OS(C)(=O)=O)=[CH:18][CH:19]=2)[C:14]([CH3:30])([CH3:29])[O:13]1.[OH:31][CH:32]1[CH2:37][CH2:36][CH2:35][NH:34][CH2:33]1. (8) Given the product [O:1]1[CH:6]([CH2:7][N:8]2[CH2:13][CH2:12][N:11]([C:14]3[CH:23]=[CH:22][CH:21]=[CH:20][C:15]=3[CH2:16][OH:17])[CH2:10][CH2:9]2)[CH2:5][O:4][C:3]2[CH:24]=[CH:25][CH:26]=[CH:27][C:2]1=2, predict the reactants needed to synthesize it. The reactants are: [O:1]1[CH:6]([CH2:7][N:8]2[CH2:13][CH2:12][N:11]([C:14]3[CH:23]=[CH:22][CH:21]=[CH:20][C:15]=3[C:16](OC)=[O:17])[CH2:10][CH2:9]2)[CH2:5][O:4][C:3]2[CH:24]=[CH:25][CH:26]=[CH:27][C:2]1=2.[H-].[H-].[H-].[H-].[Li+].[Al+3].[OH-].[Na+].